This data is from Full USPTO retrosynthesis dataset with 1.9M reactions from patents (1976-2016). The task is: Predict the reactants needed to synthesize the given product. (1) The reactants are: [C:1](#[N:4])[CH2:2][CH3:3].C([Li])(C)(C)C.[OH:10][N:11]=[C:12](Cl)[CH2:13][CH2:14][CH2:15][CH2:16][CH2:17][CH2:18][CH2:19][CH2:20][CH3:21]. Given the product [CH3:3][C:2]1[C:12]([CH2:13][CH2:14][CH2:15][CH2:16][CH2:17][CH2:18][CH2:19][CH2:20][CH3:21])=[N:11][O:10][C:1]=1[NH2:4], predict the reactants needed to synthesize it. (2) Given the product [ClH:48].[CH3:1][N:2]1[C:7]2[CH:8]=[CH:9][CH:10]=[C:11]([CH2:12][CH2:13][N:31]3[CH2:32][CH2:33][N:28]([C:19]4[CH:18]=[CH:17][CH:26]=[C:25]5[C:20]=4[CH:21]=[CH:22][C:23]([CH3:27])=[N:24]5)[CH2:29][CH2:30]3)[C:6]=2[O:5][CH2:4][C:3]1=[O:15], predict the reactants needed to synthesize it. The reactants are: [CH3:1][N:2]1[C:7]2[CH:8]=[CH:9][CH:10]=[C:11]([CH2:12][CH:13]=O)[C:6]=2[O:5][CH2:4][C:3]1=[O:15].F[C:17]1[CH:26]=[C:25]2[C:20]([CH:21]=[CH:22][C:23]([CH3:27])=[N:24]2)=[C:19]([N:28]2[CH2:33][CH2:32][NH:31][CH2:30][CH2:29]2)[CH:18]=1.C(O[BH-](OC(=O)C)OC(=O)C)(=O)C.[Na+].[Cl:48]CCCl. (3) Given the product [CH2:1]([NH:4][C:5]([C:7]1[CH:12]=[CH:11][C:10]([NH:13][C:14]([CH3:19])([CH3:18])[C:15]([O:17][CH3:21])=[O:16])=[CH:9][C:8]=1[F:20])=[O:6])[CH2:2][CH3:3], predict the reactants needed to synthesize it. The reactants are: [CH2:1]([NH:4][C:5]([C:7]1[CH:12]=[CH:11][C:10]([NH:13][C:14]([CH3:19])([CH3:18])[C:15]([OH:17])=[O:16])=[CH:9][C:8]=1[F:20])=[O:6])[CH2:2][CH3:3].[C:21]([O-])([O-])=O.[K+].[K+].CI. (4) The reactants are: [CH3:1][O:2][C:3]1[CH:8]=[CH:7][C:6](O)=[CH:5][CH:4]=1.N12CCCNC1CCCC=C2.[CH3:21][C:22]([OH:26])([CH:24]=[CH2:25])[CH3:23].FC(F)(F)C(OC(=O)C(F)(F)F)=O.[Cl-].[NH4+]. Given the product [CH3:21][C:22]([CH3:23])([O:26][C:6]1[CH:7]=[CH:8][C:3]([O:2][CH3:1])=[CH:4][CH:5]=1)[CH:24]=[CH2:25], predict the reactants needed to synthesize it. (5) Given the product [C:4]([C:12]1[N:17]=[C:16]2[S:18][C:19]([C:21]3[CH:26]=[CH:25][C:24]([CH2:27][N:28]4[CH2:31][CH:30]([C:32]([OH:34])=[O:33])[CH2:29]4)=[CH:23][C:22]=3[F:36])=[N:20][C:15]2=[CH:14][CH:13]=1)(=[O:11])[C:5]1[CH:6]=[CH:7][CH:8]=[CH:9][CH:10]=1, predict the reactants needed to synthesize it. The reactants are: O.[OH-].[Li+].[C:4]([C:12]1[N:17]=[C:16]2[S:18][C:19]([C:21]3[CH:26]=[CH:25][C:24]([CH2:27][N:28]4[CH2:31][CH:30]([C:32]([O:34]C)=[O:33])[CH2:29]4)=[CH:23][C:22]=3[F:36])=[N:20][C:15]2=[CH:14][CH:13]=1)(=[O:11])[C:5]1[CH:10]=[CH:9][CH:8]=[CH:7][CH:6]=1.Cl.P([O-])([O-])([O-])=O.